From a dataset of Full USPTO retrosynthesis dataset with 1.9M reactions from patents (1976-2016). Predict the reactants needed to synthesize the given product. (1) The reactants are: [Cl:1][C:2]1[CH:47]=[CH:46][C:5]([CH2:6][C@@H:7]([NH:28][CH:29]2[CH2:34][CH2:33][N:32]([C:35]([CH:37]3[CH2:42][CH2:41][CH2:40][CH2:39][N:38]3C([O-])=O)=[O:36])[CH2:31][CH2:30]2)[C:8]([N:10]2[CH2:15][CH2:14][C:13]([CH:22]3[CH2:27][CH2:26][CH2:25][CH2:24][CH2:23]3)([CH2:16][N:17]3[CH:21]=[N:20][CH:19]=[N:18]3)[CH2:12][CH2:11]2)=[O:9])=[CH:4][CH:3]=1.Cl. Given the product [Cl:1][C:2]1[CH:3]=[CH:4][C:5]([CH2:6][C@@H:7]([NH:28][CH:29]2[CH2:34][CH2:33][N:32]([C:35]([C@@H:37]3[CH2:42][CH2:41][CH2:40][CH2:39][NH:38]3)=[O:36])[CH2:31][CH2:30]2)[C:8]([N:10]2[CH2:15][CH2:14][C:13]([CH:22]3[CH2:23][CH2:24][CH2:25][CH2:26][CH2:27]3)([CH2:16][N:17]3[CH:21]=[N:20][CH:19]=[N:18]3)[CH2:12][CH2:11]2)=[O:9])=[CH:46][CH:47]=1, predict the reactants needed to synthesize it. (2) The reactants are: Cl[C:2]1[C:11]2[C:6](=[CH:7][CH:8]=[CH:9][CH:10]=2)[CH:5]=[C:4]([NH:12][C:13]2[CH:17]=[CH:16][NH:15][N:14]=2)[N:3]=1.[F:18][C:19]1[CH:24]=[C:23]([F:25])[CH:22]=[CH:21][C:20]=1B(O)O. Given the product [F:18][C:19]1[CH:24]=[C:23]([F:25])[CH:22]=[CH:21][C:20]=1[C:2]1[C:11]2[C:6](=[CH:7][CH:8]=[CH:9][CH:10]=2)[CH:5]=[C:4]([NH:12][C:13]2[CH:17]=[CH:16][NH:15][N:14]=2)[N:3]=1, predict the reactants needed to synthesize it. (3) Given the product [OH:24][CH2:23][CH2:22][NH:21][CH2:20][C@@H:19]([C:15]1[CH:14]=[C:13]([NH:8][S:9]([CH3:12])(=[O:10])=[O:11])[CH:18]=[CH:17][CH:16]=1)[O:32][Si:33]([CH2:34][CH3:35])([CH2:36][CH3:37])[CH2:38][CH3:39], predict the reactants needed to synthesize it. The reactants are: C([N:8]([C:13]1[CH:18]=[CH:17][CH:16]=[C:15]([C@@H:19]([O:32][Si:33]([CH2:38][CH3:39])([CH2:36][CH3:37])[CH2:34][CH3:35])[CH2:20][N:21](CC2C=CC=CC=2)[CH2:22][CH2:23][OH:24])[CH:14]=1)[S:9]([CH3:12])(=[O:11])=[O:10])C1C=CC=CC=1.CO.O. (4) Given the product [F:16][C:17]1[CH:22]=[CH:21][C:20]([C:9]([O:11][C:12]([CH3:13])([CH3:14])[CH3:15])=[O:10])=[CH:19][C:18]=1[CH3:25], predict the reactants needed to synthesize it. The reactants are: [C:9](O[C:9]([O:11][C:12]([CH3:15])([CH3:14])[CH3:13])=[O:10])([O:11][C:12]([CH3:15])([CH3:14])[CH3:13])=[O:10].[F:16][C:17]1[CH:22]=[CH:21][C:20]([Mg]Br)=[CH:19][C:18]=1[CH3:25]. (5) Given the product [C:1]([O:5][C:6](=[O:20])[NH:7][C@H:8]([CH2:13][C:14]1[CH:15]=[CH:16][CH:17]=[CH:18][CH:19]=1)[C@@H:9]([OH:12])[CH2:10][Cl:11])([CH3:4])([CH3:2])[CH3:3], predict the reactants needed to synthesize it. The reactants are: [C:1]([O:5][C:6](=[O:20])[NH:7][C@H:8]([CH2:13][C:14]1[CH:19]=[CH:18][CH:17]=[CH:16][CH:15]=1)[C:9](=[O:12])[CH2:10][Cl:11])([CH3:4])([CH3:3])[CH3:2].[BH4-].[Na+]. (6) Given the product [Br:1][CH2:2][C:3]1[CH:16]=[CH:15][C:6]([C:7]([C:9]2[CH:14]=[CH:13][CH:12]=[CH:11][CH:10]=2)=[O:8])=[CH:5][CH:4]=1.[OH:17][CH2:18][C:19]1[CH:32]=[CH:31][C:22]([C:23](=[N:34][NH2:35])[C:25]2[CH:30]=[CH:29][CH:28]=[CH:27][CH:26]=2)=[CH:21][CH:20]=1, predict the reactants needed to synthesize it. The reactants are: [Br:1][CH2:2][C:3]1[CH:16]=[CH:15][C:6]([C:7]([C:9]2[CH:14]=[CH:13][CH:12]=[CH:11][CH:10]=2)=[O:8])=[CH:5][CH:4]=1.[OH:17][CH2:18][C:19]1[CH:32]=[CH:31][C:22]([C:23]([C:25]2[CH:30]=[CH:29][CH:28]=[CH:27][CH:26]=2)=O)=[CH:21][CH:20]=1.O.[NH2:34][NH2:35].